This data is from Forward reaction prediction with 1.9M reactions from USPTO patents (1976-2016). The task is: Predict the product of the given reaction. (1) Given the reactants [N+:1]([C:4]1[C:5]([O:19][C:20]2[CH:21]=[C:22]([CH:25]=[CH:26][CH:27]=2)[C:23]#[N:24])=[N:6][C:7]([O:10][C:11]2[CH:12]=[C:13]([CH:16]=[CH:17][CH:18]=2)[C:14]#[N:15])=[CH:8][CH:9]=1)([O-])=O.[H][H], predict the reaction product. The product is: [NH2:1][C:4]1[C:5]([O:19][C:20]2[CH:21]=[C:22]([CH:25]=[CH:26][CH:27]=2)[C:23]#[N:24])=[N:6][C:7]([O:10][C:11]2[CH:12]=[C:13]([CH:16]=[CH:17][CH:18]=2)[C:14]#[N:15])=[CH:8][CH:9]=1. (2) Given the reactants [C:1]([O:5][C:6]([N:8]1[CH2:13][CH2:12][N:11]([C:14](=[O:33])[C:15]2[CH:20]=[CH:19][C:18]([N:21]3[C@H:25]([CH2:26][OH:27])[CH2:24][O:23][C:22]3=[O:28])=[CH:17][C:16]=2[S:29]([CH3:32])(=[O:31])=[O:30])[CH2:10][CH2:9]1)=[O:7])([CH3:4])([CH3:3])[CH3:2].[CH3:34]I, predict the reaction product. The product is: [C:1]([O:5][C:6]([N:8]1[CH2:13][CH2:12][N:11]([C:14](=[O:33])[C:15]2[CH:20]=[CH:19][C:18]([N:21]3[C@H:25]([CH2:26][O:27][CH3:34])[CH2:24][O:23][C:22]3=[O:28])=[CH:17][C:16]=2[S:29]([CH3:32])(=[O:31])=[O:30])[CH2:10][CH2:9]1)=[O:7])([CH3:3])([CH3:4])[CH3:2]. (3) The product is: [N:27]1([CH2:26][C:25]2[CH:33]=[C:34]([C:37]([F:39])([F:38])[F:40])[CH:35]=[CH:36][C:24]=2[C:9]2[CH:10]=[CH:11][C:12]([C:15]3[CH:20]=[N:19][C:18]([NH2:21])=[N:17][CH:16]=3)=[N:13][CH:14]=2)[CH2:28][CH2:29][O:30][CH2:31][CH2:32]1. Given the reactants CC1(C)C(C)(C)OB([C:9]2[CH:10]=[CH:11][C:12]([C:15]3[CH:16]=[N:17][C:18]([NH2:21])=[N:19][CH:20]=3)=[N:13][CH:14]=2)O1.Br[C:24]1[CH:36]=[CH:35][C:34]([C:37]([F:40])([F:39])[F:38])=[CH:33][C:25]=1[CH2:26][N:27]1[CH2:32][CH2:31][O:30][CH2:29][CH2:28]1, predict the reaction product. (4) Given the reactants [Si:1]([O:8][C@H:9]1[CH2:14][CH2:13][C@H:12]([N:15]2[CH:19]=[C:18](B3OC(C)(C)C(C)(C)O3)[CH:17]=[N:16]2)[CH2:11][CH2:10]1)([C:4]([CH3:7])([CH3:6])[CH3:5])([CH3:3])[CH3:2].Br[C:30]1[CH:31]=[C:32]2[C:38]([CH:39]([C:60]3[C:65]([O:66][CH:67]([F:69])[F:68])=[CH:64][CH:63]=[C:62]([F:70])[C:61]=3[Cl:71])[C:40]([F:59])([S:50]([C:53]3[CH:58]=[CH:57][CH:56]=[CH:55][CH:54]=3)(=[O:52])=[O:51])[S:41]([C:44]3[CH:49]=[CH:48][CH:47]=[CH:46][CH:45]=3)(=[O:43])=[O:42])=[CH:37][NH:36][C:33]2=[N:34][CH:35]=1.[F-].[K+], predict the reaction product. The product is: [Si:1]([O:8][C@H:9]1[CH2:14][CH2:13][C@H:12]([N:15]2[CH:19]=[C:18]([C:30]3[CH:31]=[C:32]4[C:38]([CH:39]([C:60]5[C:65]([O:66][CH:67]([F:68])[F:69])=[CH:64][CH:63]=[C:62]([F:70])[C:61]=5[Cl:71])[C:40]([F:59])([S:50]([C:53]5[CH:58]=[CH:57][CH:56]=[CH:55][CH:54]=5)(=[O:51])=[O:52])[S:41]([C:44]5[CH:49]=[CH:48][CH:47]=[CH:46][CH:45]=5)(=[O:42])=[O:43])=[CH:37][NH:36][C:33]4=[N:34][CH:35]=3)[CH:17]=[N:16]2)[CH2:11][CH2:10]1)([C:4]([CH3:5])([CH3:7])[CH3:6])([CH3:3])[CH3:2]. (5) Given the reactants [Br:1][C:2]1[S:6][C:5]([C:7]([OH:9])=O)=[CH:4][CH:3]=1.C(Cl)(=O)C(Cl)=O.[CH3:16][C:17]1[CH:18]=[N:19][CH:20]=[CH:21][C:22]=1[NH2:23].[H-].[Na+], predict the reaction product. The product is: [Br:1][C:2]1[S:6][C:5]([C:7]([NH:23][C:22]2[CH:21]=[CH:20][N:19]=[CH:18][C:17]=2[CH3:16])=[O:9])=[CH:4][CH:3]=1. (6) Given the reactants [CH2:1]([N:8]1[CH2:12][CH2:11][C@@H:10]([NH2:13])[CH2:9]1)[C:2]1[CH:7]=[CH:6][CH:5]=[CH:4][CH:3]=1.CCN(C(C)C)C(C)C.[F:23][C:24]([F:39])([F:38])[C:25]1[CH:26]=[C:27]([CH:31]=[C:32]([C:34]([F:37])([F:36])[F:35])[CH:33]=1)[C:28](Cl)=[O:29].C([O-])(O)=O.[Na+], predict the reaction product. The product is: [CH2:1]([N:8]1[CH2:12][CH2:11][C@@H:10]([NH:13][C:28](=[O:29])[C:27]2[CH:31]=[C:32]([C:34]([F:35])([F:36])[F:37])[CH:33]=[C:25]([C:24]([F:23])([F:38])[F:39])[CH:26]=2)[CH2:9]1)[C:2]1[CH:3]=[CH:4][CH:5]=[CH:6][CH:7]=1.